Dataset: NCI-60 drug combinations with 297,098 pairs across 59 cell lines. Task: Regression. Given two drug SMILES strings and cell line genomic features, predict the synergy score measuring deviation from expected non-interaction effect. Drug 1: C1CC(=O)NC(=O)C1N2CC3=C(C2=O)C=CC=C3N. Drug 2: CC1=CC2C(CCC3(C2CCC3(C(=O)C)OC(=O)C)C)C4(C1=CC(=O)CC4)C. Cell line: OVCAR-5. Synergy scores: CSS=5.07, Synergy_ZIP=-0.610, Synergy_Bliss=3.71, Synergy_Loewe=-0.0733, Synergy_HSA=0.282.